Dataset: Reaction yield outcomes from USPTO patents with 853,638 reactions. Task: Predict the reaction yield, written as a fraction of the theoretical maximum amount of product (1.0 means a 100% yield; for example, 0.34 means a 34% yield). (1) The reactants are [Cl:1][C:2]1[C:7]([N:8]2[CH2:14][CH:13]([F:15])[CH2:12][N:11]([CH:16]3[CH2:19][O:18][CH2:17]3)[CH2:10][CH2:9]2)=[CH:6][C:5]([C:20]#[N:21])=[CH:4][C:3]=1[NH:22][C:23]1[N:28]=[C:27]([N:29]([CH:39]2[CH2:41][CH2:40]2)CC2C=CC(OC)=CC=2)[C:26]2=[N:42][CH:43]=[C:44]([C:45]#[N:46])[N:25]2[N:24]=1.C1(OC)C=CC=CC=1.C(O)(C(F)(F)F)=O. The catalyst is ClCCCl. The product is [Cl:1][C:2]1[C:7]([N:8]2[CH2:14][CH:13]([F:15])[CH2:12][N:11]([CH:16]3[CH2:19][O:18][CH2:17]3)[CH2:10][CH2:9]2)=[CH:6][C:5]([C:20]#[N:21])=[CH:4][C:3]=1[NH:22][C:23]1[N:28]=[C:27]([NH:29][CH:39]2[CH2:40][CH2:41]2)[C:26]2=[N:42][CH:43]=[C:44]([C:45]#[N:46])[N:25]2[N:24]=1. The yield is 0.166. (2) The reactants are [CH2:1]([C:4]1[CH:10]=[CH:9][C:7]([NH2:8])=[CH:6][C:5]=1[N+:11]([O-:13])=[O:12])[CH2:2][CH3:3].[CH3:14][C:15]([O:18][C:19](O[C:19]([O:18][C:15]([CH3:17])([CH3:16])[CH3:14])=[O:20])=[O:20])([CH3:17])[CH3:16]. The catalyst is N1C=CC=CC=1.C(Cl)Cl. The product is [C:15]([O:18][C:19](=[O:20])[NH:8][C:7]1[CH:9]=[CH:10][C:4]([CH2:1][CH2:2][CH3:3])=[C:5]([N+:11]([O-:13])=[O:12])[CH:6]=1)([CH3:17])([CH3:16])[CH3:14]. The yield is 0.870. (3) The reactants are [CH3:1][C:2]1[CH:9]=[CH:8][C:5]([CH:6]=O)=[CH:4][N:3]=1.[NH2:10][OH:11]. The catalyst is CO. The product is [CH3:1][C:2]1[CH:9]=[CH:8][C:5]([CH:6]=[N:10][OH:11])=[CH:4][N:3]=1. The yield is 0.940. (4) The reactants are C(=[N:8][N:9]1[CH2:14][CH2:13][N:12]([S:15]([C:18]2[CH:23]=[CH:22][CH:21]=[CH:20][C:19]=2[N+:24]([O-:26])=[O:25])(=[O:17])=[O:16])[CH2:11][CH2:10]1)C1C=CC=CC=1.Cl.C(=O)C1C=CC=CC=1. No catalyst specified. The product is [N+:24]([C:19]1[CH:20]=[CH:21][CH:22]=[CH:23][C:18]=1[S:15]([N:12]1[CH2:11][CH2:10][N:9]([NH2:8])[CH2:14][CH2:13]1)(=[O:17])=[O:16])([O-:26])=[O:25]. The yield is 0.960. (5) The reactants are [Li+].C[Si]([N-][Si](C)(C)C)(C)C.[F:11][C:12]([F:27])([F:26])[C:13]1[CH:18]=[CH:17][C:16]([C:19]2[O:23][CH:22]=[N:21][C:20]=2[C:24]#[N:25])=[CH:15][CH:14]=1.[Cl:28]C(Cl)(Cl)C(Cl)(Cl)Cl. The catalyst is C1COCC1.O. The product is [Cl:28][C:22]1[O:23][C:19]([C:16]2[CH:15]=[CH:14][C:13]([C:12]([F:11])([F:26])[F:27])=[CH:18][CH:17]=2)=[C:20]([C:24]#[N:25])[N:21]=1. The yield is 0.460. (6) The reactants are [CH3:1][C:2]1[N:6]([C:7]2[CH:8]=[C:9]([CH3:13])[CH:10]=[CH:11][CH:12]=2)[C:5]2[CH:14]=[CH:15][C:16]([C:18]([OH:20])=O)=[CH:17][C:4]=2[N:3]=1.[CH:21]1[CH:22]=[CH:23]C2N(O)N=[N:27][C:25]=2[CH:26]=1.N1CCCCC1.CCN=C=NCCCN(C)C.Cl. The catalyst is CN(C=O)C.C(OCC)(=O)C. The product is [CH3:1][C:2]1[N:6]([C:7]2[CH:8]=[C:9]([CH3:13])[CH:10]=[CH:11][CH:12]=2)[C:5]2[CH:14]=[CH:15][C:16]([C:18]([N:27]3[CH2:23][CH2:22][CH2:21][CH2:26][CH2:25]3)=[O:20])=[CH:17][C:4]=2[N:3]=1. The yield is 0.790. (7) The reactants are [O:1]([C:8]1[CH:16]=[CH:15][C:11]([C:12]([OH:14])=O)=[CH:10][CH:9]=1)[C:2]1[CH:7]=[CH:6][CH:5]=[CH:4][CH:3]=1.N1(O)C2C=CC=CC=2N=N1.Cl.C(N=C=NCCCN(C)C)C.C(N(CC)CC)C.[CH3:46][O:47][C:48]1[C:53]([CH2:54][NH2:55])=[C:52]([C:56]([F:59])([F:58])[F:57])[CH:51]=[C:50]([CH3:60])[N:49]=1. The catalyst is ClCCl.O. The product is [CH3:46][O:47][C:48]1[C:53]([CH2:54][NH:55][C:12](=[O:14])[C:11]2[CH:10]=[CH:9][C:8]([O:1][C:2]3[CH:3]=[CH:4][CH:5]=[CH:6][CH:7]=3)=[CH:16][CH:15]=2)=[C:52]([C:56]([F:59])([F:57])[F:58])[CH:51]=[C:50]([CH3:60])[N:49]=1. The yield is 0.675.